Dataset: Catalyst prediction with 721,799 reactions and 888 catalyst types from USPTO. Task: Predict which catalyst facilitates the given reaction. Reactant: [C:1]([O:5][C:6](=[O:32])[NH:7][CH2:8][C:9]1[CH:14]=[CH:13][C:12]([C:15]2[N:19]([C:20]3[CH:25]=[CH:24][C:23]([O:26][CH3:27])=[CH:22][CH:21]=3)[N:18]=[C:17]([C:28](O)([CH3:30])[CH3:29])[CH:16]=2)=[CH:11][CH:10]=1)([CH3:4])([CH3:3])[CH3:2].CS(Cl)(=O)=O. Product: [C:28]([C:17]1[CH:16]=[C:15]([C:12]2[CH:11]=[CH:10][C:9]([CH2:8][NH:7][C:6](=[O:32])[O:5][C:1]([CH3:4])([CH3:3])[CH3:2])=[CH:14][CH:13]=2)[N:19]([C:20]2[CH:25]=[CH:24][C:23]([O:26][CH3:27])=[CH:22][CH:21]=2)[N:18]=1)([CH3:30])=[CH2:29]. The catalyst class is: 424.